This data is from Full USPTO retrosynthesis dataset with 1.9M reactions from patents (1976-2016). The task is: Predict the reactants needed to synthesize the given product. (1) Given the product [ClH:1].[CH3:26][O:25][C:23]1[CH:22]=[CH:21][C:16]2[N:17]=[CH:18][C:19](=[O:20])[N:14]([C:8]3[CH:9]=[C:10]4[C:5](=[CH:6][CH:7]=3)[CH:4]([CH2:3][NH:2][CH2:45][C:43]3[CH:42]=[CH:41][C:38]5[O:39][CH2:40][C:35](=[O:34])[NH:36][C:37]=5[N:44]=3)[CH2:13][CH2:12][CH2:11]4)[C:15]=2[N:24]=1, predict the reactants needed to synthesize it. The reactants are: [ClH:1].[NH2:2][CH2:3][CH:4]1[CH2:13][CH2:12][CH2:11][C:10]2[CH:9]=[C:8]([N:14]3[C:19](=[O:20])[CH:18]=[N:17][C:16]4[CH:21]=[CH:22][C:23]([O:25][CH3:26])=[N:24][C:15]3=4)[CH:7]=[CH:6][C:5]1=2.C(N(CC)CC)C.[O:34]=[C:35]1[CH2:40][O:39][C:38]2[CH:41]=[CH:42][C:43]([CH:45]=O)=[N:44][C:37]=2[NH:36]1.C(O[BH-](OC(=O)C)OC(=O)C)(=O)C.[Na+]. (2) Given the product [CH:12]([N:1]1[C:9]2[C:4](=[CH:5][C:6]([CH:10]=[O:11])=[CH:7][CH:8]=2)[CH:3]=[CH:2]1)([CH3:14])[CH3:13], predict the reactants needed to synthesize it. The reactants are: [NH:1]1[C:9]2[C:4](=[CH:5][C:6]([CH:10]=[O:11])=[CH:7][CH:8]=2)[CH:3]=[CH:2]1.[CH:12](I)([CH3:14])[CH3:13]. (3) Given the product [CH3:1][C:2]1[CH:6]=[C:5]([NH:7][S:8]([C:11]2[CH:16]=[CH:15][C:14]([C:23]3[CH:24]=[CH:25][C:20]([O:19][CH3:18])=[CH:21][CH:22]=3)=[CH:13][CH:12]=2)(=[O:10])=[O:9])[O:4][N:3]=1, predict the reactants needed to synthesize it. The reactants are: [CH3:1][C:2]1[CH:6]=[C:5]([NH:7][S:8]([C:11]2[CH:16]=[CH:15][C:14](Br)=[CH:13][CH:12]=2)(=[O:10])=[O:9])[O:4][N:3]=1.[CH3:18][O:19][C:20]1[CH:25]=[CH:24][C:23](B(O)O)=[CH:22][CH:21]=1. (4) Given the product [CH:1]([C:4]1[O:8][N:7]=[C:6]([CH2:9][OH:10])[CH:5]=1)([CH3:3])[CH3:2], predict the reactants needed to synthesize it. The reactants are: [CH:1]([C:4]1[O:8][N:7]=[C:6]([C:9](OCC)=[O:10])[CH:5]=1)([CH3:3])[CH3:2].[BH4-].[Na+].O. (5) Given the product [CH3:15][O:14][N:13]=[C:11]1[CH2:12][N:8]([C:6]([NH:19][C:22]2[CH:27]=[CH:26][CH:25]=[C:24]([O:28][CH3:29])[CH:23]=2)=[O:7])[C@H:9]([C:16]([NH:36][CH2:35][C:31]2[S:30][CH:34]=[CH:33][CH:32]=2)=[O:18])[CH2:10]1, predict the reactants needed to synthesize it. The reactants are: C(O[C:6]([N:8]1[CH2:12][C:11](=[N:13][O:14][CH3:15])[CH2:10][C@H:9]1[C:16]([OH:18])=O)=[O:7])(C)(C)C.[N:19]([C:22]1[CH:27]=[CH:26][CH:25]=[C:24]([O:28][CH3:29])[CH:23]=1)=C=O.[S:30]1[CH:34]=[CH:33][CH:32]=[C:31]1[CH2:35][NH2:36]. (6) Given the product [CH3:1][O:2][C:3]1[CH:4]=[C:5]([CH:10]=[CH:11][C:12]([N:15]=[N+:16]=[N-:17])=[O:13])[CH:6]=[CH:7][C:8]=1[CH3:9], predict the reactants needed to synthesize it. The reactants are: [CH3:1][O:2][C:3]1[CH:4]=[C:5]([CH:10]=[CH:11][C:12](Cl)=[O:13])[CH:6]=[CH:7][C:8]=1[CH3:9].[N-:15]=[N+:16]=[N-:17].[Na+].